From a dataset of Forward reaction prediction with 1.9M reactions from USPTO patents (1976-2016). Predict the product of the given reaction. The product is: [F:1][C:2]1[CH:7]=[CH:6][CH:5]=[CH:4][C:3]=1[C:8]1[N:17]2[C:11]([CH:12]([CH2:45][C:38]3[C:39]4[C:44](=[CH:43][CH:42]=[CH:41][CH:40]=4)[NH:36][CH:37]=3)[C:13](=[O:35])[N:14]([CH2:22][C:23]([N:25]([CH:32]([CH3:33])[CH3:34])[C:26]3[CH:27]=[CH:28][CH:29]=[CH:30][CH:31]=3)=[O:24])[C:15]3[CH:21]=[CH:20][CH:19]=[CH:18][C:16]=32)=[N:10][N:9]=1. Given the reactants [F:1][C:2]1[CH:7]=[CH:6][CH:5]=[CH:4][C:3]=1[C:8]1[N:17]2[C:11]([CH2:12][C:13](=[O:35])[N:14]([CH2:22][C:23]([N:25]([CH:32]([CH3:34])[CH3:33])[C:26]3[CH:31]=[CH:30][CH:29]=[CH:28][CH:27]=3)=[O:24])[C:15]3[CH:21]=[CH:20][CH:19]=[CH:18][C:16]=32)=[N:10][N:9]=1.[NH:36]1[C:44]2[C:39](=[CH:40][CH:41]=[CH:42][CH:43]=2)[C:38]([CH:45]=O)=[CH:37]1, predict the reaction product.